From a dataset of Full USPTO retrosynthesis dataset with 1.9M reactions from patents (1976-2016). Predict the reactants needed to synthesize the given product. (1) Given the product [CH:11]1([CH2:14][N:15]2[C:23]3[N:22]=[C:21]([CH2:24][C:25]4[CH:26]=[CH:27][C:28]([N:31]([CH3:32])[C:6](=[O:8])[C:5]5[CH:9]=[CH:10][C:2]([CH3:1])=[N:3][CH:4]=5)=[CH:29][CH:30]=4)[NH:20][C:19]=3[C:18](=[O:33])[N:17]([CH2:34][C:35]3[CH:40]=[CH:39][CH:38]=[CH:37][C:36]=3[F:41])[C:16]2=[O:42])[CH2:13][CH2:12]1, predict the reactants needed to synthesize it. The reactants are: [CH3:1][C:2]1[CH:10]=[CH:9][C:5]([C:6]([OH:8])=O)=[CH:4][N:3]=1.[CH:11]1([CH2:14][N:15]2[C:23]3[N:22]=[C:21]([CH2:24][C:25]4[CH:30]=[CH:29][C:28]([NH:31][CH3:32])=[CH:27][CH:26]=4)[NH:20][C:19]=3[C:18](=[O:33])[N:17]([CH2:34][C:35]3[CH:40]=[CH:39][CH:38]=[CH:37][C:36]=3[F:41])[C:16]2=[O:42])[CH2:13][CH2:12]1.C(N(CC)CC)C. (2) Given the product [CH3:19][O:20][C:21]1[CH:22]=[CH:23][C:24]([S:27]([NH:9][C:8]2[C:3]([O:2][CH3:1])=[N:4][CH:5]=[C:6]([B:10]3[O:14][C:13]([CH3:16])([CH3:15])[C:12]([CH3:18])([CH3:17])[O:11]3)[CH:7]=2)(=[O:29])=[O:28])=[CH:25][CH:26]=1, predict the reactants needed to synthesize it. The reactants are: [CH3:1][O:2][C:3]1[C:8]([NH2:9])=[CH:7][C:6]([B:10]2[O:14][C:13]([CH3:16])([CH3:15])[C:12]([CH3:18])([CH3:17])[O:11]2)=[CH:5][N:4]=1.[CH3:19][O:20][C:21]1[CH:26]=[CH:25][C:24]([S:27](Cl)(=[O:29])=[O:28])=[CH:23][CH:22]=1. (3) Given the product [CH2:15]([C:5]1[CH:4]=[C:3]([C:1]#[N:2])[CH:8]=[CH:7][N:6]=1)[C:9]1[CH:14]=[CH:13][CH:12]=[CH:11][CH:10]=1, predict the reactants needed to synthesize it. The reactants are: [C:1]([C:3]1[CH:8]=[CH:7][N:6]=[CH:5][CH:4]=1)#[N:2].[C:9]1([CH2:15]C(O)=O)[CH:14]=[CH:13][CH:12]=[CH:11][CH:10]=1.FC(F)(F)C(O)=O.[OH-].[Na+]. (4) Given the product [CH2:1]([O:5][C:6]([N:8]1[CH2:13][CH2:12][N:11]([C:14](=[O:31])[CH2:15][NH:16][C:17]([C:19]2[CH:28]=[C:27]([O:29][C@@H:41]([C:40]([O:39][CH2:32][C:33]3[CH:38]=[CH:37][CH:36]=[CH:35][CH:34]=3)=[O:44])[CH3:43])[C:26]3[C:21](=[CH:22][C:23]([CH3:30])=[CH:24][CH:25]=3)[N:20]=2)=[O:18])[CH2:10][CH2:9]1)=[O:7])[CH2:2][CH2:3][CH3:4], predict the reactants needed to synthesize it. The reactants are: [CH2:1]([O:5][C:6]([N:8]1[CH2:13][CH2:12][N:11]([C:14](=[O:31])[CH2:15][NH:16][C:17]([C:19]2[CH:28]=[C:27]([OH:29])[C:26]3[C:21](=[CH:22][C:23]([CH3:30])=[CH:24][CH:25]=3)[N:20]=2)=[O:18])[CH2:10][CH2:9]1)=[O:7])[CH2:2][CH2:3][CH3:4].[CH2:32]([O:39][C:40](=[O:44])[C@H:41]([CH3:43])O)[C:33]1[CH:38]=[CH:37][CH:36]=[CH:35][CH:34]=1.C1(P(C2C=CC=CC=2)C2C=CC=CC=2)C=CC=CC=1.CCOC(/N=N/C(OCC)=O)=O.